From a dataset of Forward reaction prediction with 1.9M reactions from USPTO patents (1976-2016). Predict the product of the given reaction. (1) Given the reactants C([O:3][C:4]([C:6]1[CH:11]=[C:10]([CH3:12])[N:9]([CH3:13])[C:8](=[O:14])[C:7]=1[O:15][CH3:16])=[O:5])C.[OH-].[Na+], predict the reaction product. The product is: [CH3:16][O:15][C:7]1[C:8](=[O:14])[N:9]([CH3:13])[C:10]([CH3:12])=[CH:11][C:6]=1[C:4]([OH:5])=[O:3]. (2) Given the reactants [OH:1][CH2:2][CH2:3][O:4][CH2:5][CH2:6][CH2:7][O:8][CH2:9][C:10]([O:12][C:13]([CH3:16])([CH3:15])[CH3:14])=[O:11].[C:17]1([CH3:27])[CH:22]=[CH:21][C:20]([S:23](Cl)(=[O:25])=[O:24])=[CH:19][CH:18]=1.C(N(CC)CC)C, predict the reaction product. The product is: [CH3:27][C:17]1[CH:22]=[CH:21][C:20]([S:23]([O:1][CH2:2][CH2:3][O:4][CH2:5][CH2:6][CH2:7][O:8][CH2:9][C:10]([O:12][C:13]([CH3:16])([CH3:15])[CH3:14])=[O:11])(=[O:25])=[O:24])=[CH:19][CH:18]=1. (3) Given the reactants F[P-](F)(F)(F)(F)F.N1(O[P+](N(C)C)(N(C)C)N(C)C)C2C=CC=CC=2N=N1.[Cl-].FC(F)(F)C(O)=O.[NH2:36][C:37]1[CH:38]=[C:39]2[C:43](=[CH:44][CH:45]=1)[NH:42][C:41]([C:46]([NH:48][CH2:49][C:50]1[CH:55]=[CH:54][C:53]([Cl:56])=[C:52]([O:57][C:58]3[CH:63]=[C:62]([C:64]#[N:65])[CH:61]=[C:60]([Cl:66])[CH:59]=3)[C:51]=1[F:67])=[O:47])=[CH:40]2.[CH3:68][C:69]([O:72][C:73]([N:75]1[CH2:80][CH2:79][CH:78]([C:81](O)=[O:82])[CH2:77][CH2:76]1)=[O:74])([CH3:71])[CH3:70].C(N(C(C)C)CC)(C)C, predict the reaction product. The product is: [Cl:56][C:53]1[CH:54]=[CH:55][C:50]([CH2:49][NH:48][C:46]([C:41]2[NH:42][C:43]3[C:39]([CH:40]=2)=[CH:38][C:37]([NH:36][C:81]([CH:78]2[CH2:79][CH2:80][N:75]([C:73]([O:72][C:69]([CH3:71])([CH3:70])[CH3:68])=[O:74])[CH2:76][CH2:77]2)=[O:82])=[CH:45][CH:44]=3)=[O:47])=[C:51]([F:67])[C:52]=1[O:57][C:58]1[CH:63]=[C:62]([C:64]#[N:65])[CH:61]=[C:60]([Cl:66])[CH:59]=1. (4) The product is: [N:8]1[C:9]2[C:4](=[CH:3][C:2]([CH2:16][C:17]#[N:18])=[CH:11][CH:10]=2)[CH:5]=[CH:6][CH:7]=1. Given the reactants Br[C:2]1[CH:3]=[C:4]2[C:9](=[CH:10][CH:11]=1)[N:8]=[CH:7][CH:6]=[CH:5]2.C[Si]([CH2:16][C:17]#[N:18])(C)C, predict the reaction product. (5) Given the reactants [NH2:1][C:2]1[CH:3]=[C:4]([CH:17]=[C:18]([C:20]2[NH:21][C:22]([C:25]3[N:26]=[CH:27][C:28]4[C:33]([CH:34]=3)=[CH:32][CH:31]=[CH:30][CH:29]=4)=[N:23][CH:24]=2)[CH:19]=1)[C:5]([NH:7][C@@H:8]([C:10]1[CH:15]=[CH:14][C:13]([F:16])=[CH:12][CH:11]=1)[CH3:9])=[O:6].[S:35](Cl)([C:38]1[C:50]2[CH:49]=[CH:48][CH:47]=[C:43]([N:44]([CH3:46])[CH3:45])[C:42]=2[CH:41]=[CH:40][CH:39]=1)(=[O:37])=[O:36], predict the reaction product. The product is: [CH3:45][N:44]([CH3:46])[C:43]1[CH:47]=[CH:48][CH:49]=[C:50]2[C:42]=1[CH:41]=[CH:40][CH:39]=[C:38]2[S:35]([NH:1][C:2]1[CH:3]=[C:4]([CH:17]=[C:18]([C:20]2[NH:21][C:22]([C:25]3[N:26]=[CH:27][C:28]4[C:33]([CH:34]=3)=[CH:32][CH:31]=[CH:30][CH:29]=4)=[N:23][CH:24]=2)[CH:19]=1)[C:5]([NH:7][C@@H:8]([C:10]1[CH:11]=[CH:12][C:13]([F:16])=[CH:14][CH:15]=1)[CH3:9])=[O:6])(=[O:37])=[O:36].